From a dataset of Forward reaction prediction with 1.9M reactions from USPTO patents (1976-2016). Predict the product of the given reaction. (1) Given the reactants [I:1][C:2]1[C:10]2[C:5](=[N:6][CH:7]=[N:8][C:9]=2[NH2:11])[N:4]([CH:12]2[CH2:17][CH2:16][NH:15][CH2:14][CH2:13]2)[N:3]=1.[NH:18]1[CH:22]=[CH:21][N:20]=[C:19]1[CH:23]=O.C(O[BH-](OC(=O)C)OC(=O)C)(=O)C.[Na+].C(O)(=O)C.C(=O)(O)[O-].[Na+], predict the reaction product. The product is: [NH:18]1[CH:22]=[CH:21][N:20]=[C:19]1[CH2:23][N:15]1[CH2:16][CH2:17][CH:12]([N:4]2[C:5]3=[N:6][CH:7]=[N:8][C:9]([NH2:11])=[C:10]3[C:2]([I:1])=[N:3]2)[CH2:13][CH2:14]1. (2) Given the reactants [CH2:1]([O:8][C:9]1[C:14]([CH3:15])=[CH:13][CH:12]=[CH:11][C:10]=1[CH2:16][OH:17])[C:2]1[CH:7]=[CH:6][CH:5]=[CH:4][CH:3]=1.CS(C)=O.I(C1C=CC=CC=1C(O)=O)(=O)=O, predict the reaction product. The product is: [CH2:1]([O:8][C:9]1[C:14]([CH3:15])=[CH:13][CH:12]=[CH:11][C:10]=1[CH:16]=[O:17])[C:2]1[CH:3]=[CH:4][CH:5]=[CH:6][CH:7]=1. (3) Given the reactants Cl.[CH2:2]([S:9]([NH:12][C:13]1[C:14](=[O:28])[N:15]([CH2:20][C:21]([O:23]C(C)(C)C)=[O:22])[C:16]([CH3:19])=[CH:17][CH:18]=1)(=[O:11])=[O:10])[C:3]1[CH:8]=[CH:7][CH:6]=[CH:5][CH:4]=1, predict the reaction product. The product is: [CH2:2]([S:9]([NH:12][C:13]1[C:14](=[O:28])[N:15]([CH2:20][C:21]([OH:23])=[O:22])[C:16]([CH3:19])=[CH:17][CH:18]=1)(=[O:11])=[O:10])[C:3]1[CH:8]=[CH:7][CH:6]=[CH:5][CH:4]=1. (4) The product is: [C:1]([O:5][C:15](=[NH:16])[C:14]([Cl:18])([Cl:17])[Cl:13])([CH3:4])([CH3:3])[CH3:2]. Given the reactants [C:1]([OH:5])([CH3:4])([CH3:3])[CH3:2].FC1C=CC=CC=1.[Cl:13][C:14]([Cl:18])([Cl:17])[C:15]#[N:16].O=[Si]=O, predict the reaction product. (5) Given the reactants [CH3:1][C:2]1[S:6][C:5]([C:7]2[CH:12]=[CH:11][C:10]([CH3:13])=[CH:9][CH:8]=2)=[N:4][C:3]=1[CH2:14][CH2:15][OH:16].C(N(CC)C(C)C)(C)C.[CH3:26][S:27](Cl)(=[O:29])=[O:28].C(OCC)(=O)C, predict the reaction product. The product is: [CH3:26][S:27]([O:16][CH2:15][CH2:14][C:3]1[N:4]=[C:5]([C:7]2[CH:12]=[CH:11][C:10]([CH3:13])=[CH:9][CH:8]=2)[S:6][C:2]=1[CH3:1])(=[O:29])=[O:28].